From a dataset of Reaction yield outcomes from USPTO patents with 853,638 reactions. Predict the reaction yield, written as a fraction of the theoretical maximum amount of product (1.0 means a 100% yield; for example, 0.34 means a 34% yield). (1) The catalyst is ClCCl.C(OCC)C. The reactants are CC(OI1(OC(C)=O)(OC(C)=O)OC(=O)C2C1=CC=CC=2)=O.[Br:23][C:24]1[CH:29]=[CH:28][CH:27]=[CH:26][C:25]=1[CH:30]([OH:34])[CH:31]([CH3:33])[CH3:32].[OH-].[Na+]. The product is [Br:23][C:24]1[CH:29]=[CH:28][CH:27]=[CH:26][C:25]=1[C:30](=[O:34])[CH:31]([CH3:32])[CH3:33]. The yield is 0.900. (2) The yield is 1.00. The catalyst is C1COCC1.O. The product is [CH2:1]([C@H:3]1[C@@H:4]([CH2:9][OH:10])[CH2:5][CH:6]([OH:8])[CH2:7]1)[CH3:2]. The reactants are [CH2:1]([C@@H:3]1[CH2:7][C:6](=[O:8])[CH2:5][C@@H:4]1[C:9](OCC)=[O:10])[CH3:2].[H-].[H-].[H-].[H-].[Li+].[Al+3].[OH-].[Na+].[O-]S([O-])(=O)=O.[Na+].[Na+].